From a dataset of Forward reaction prediction with 1.9M reactions from USPTO patents (1976-2016). Predict the product of the given reaction. (1) Given the reactants [C:1]([C:7]1[S:8][CH:9]=[C:10]([CH2:12][O:13][N:14]2C(=O)C3C(=CC=CC=3)C2=O)[N:11]=1)#[C:2][CH2:3][CH2:4][CH2:5][CH3:6].CNN, predict the reaction product. The product is: [NH2:14][O:13][CH2:12][C:10]1[N:11]=[C:7]([C:1]#[C:2][CH2:3][CH2:4][CH2:5][CH3:6])[S:8][CH:9]=1. (2) The product is: [CH2:22]([CH:24]1[C:28]2[CH:29]=[N:30][CH:31]=[CH:32][C:27]=2[C:26](=[C:5]2[C:4]3[C:8](=[CH:9][CH:10]=[C:2]([F:1])[CH:3]=3)[NH:7][C:6]2=[O:11])[O:25]1)[CH3:23]. Given the reactants [F:1][C:2]1[CH:3]=[C:4]2[C:8](=[CH:9][CH:10]=1)[NH:7][C:6](=[O:11])[CH2:5]2.C[Si]([N-][Si](C)(C)C)(C)C.[Li+].[CH2:22]([CH:24]1[C:28]2[CH:29]=[N:30][CH:31]=[CH:32][C:27]=2[C:26](=O)[O:25]1)[CH3:23].Cl, predict the reaction product. (3) Given the reactants [CH3:1][N:2]1[C:10]2[C:5](=[CH:6][CH:7]=[CH:8][CH:9]=2)[C:4]([CH2:11][NH:12][CH3:13])=[C:3]1[CH3:14].[NH2:15][C:16]1[N:21]=[CH:20][C:19](/[CH:22]=[CH:23]/[C:24]([OH:26])=O)=[CH:18][CH:17]=1.CCN(CC)CC.C1C=CC2N(O)N=NC=2C=1.O.C(Cl)CCl, predict the reaction product. The product is: [NH2:15][C:16]1[N:21]=[CH:20][C:19](/[CH:22]=[CH:23]/[C:24]([N:12]([CH2:11][C:4]2[C:5]3[C:10](=[CH:9][CH:8]=[CH:7][CH:6]=3)[N:2]([CH3:1])[C:3]=2[CH3:14])[CH3:13])=[O:26])=[CH:18][CH:17]=1. (4) Given the reactants [O:1]=[C:2]1[CH2:9][C:6]([CH3:8])([CH3:7])[CH2:5][C:4]([CH3:10])=[CH:3]1.Br[CH2:12][CH2:13][CH2:14][CH3:15].[OH-].[K+].O, predict the reaction product. The product is: [CH2:12]([C:3]1[C:2](=[O:1])[CH2:9][C:6]([CH3:8])([CH3:7])[CH2:5][C:4]=1[CH3:10])[CH2:13][CH2:14][CH3:15]. (5) Given the reactants [NH:1]1[CH2:6][CH2:5][CH:4]([CH2:7][O:8][C:9]2[C:13]3[C:14]([O:18][C@@H:19]4[CH2:23][CH2:22][CH2:21][C@H:20]4[OH:24])=[CH:15][CH:16]=[CH:17][C:12]=3[O:11][N:10]=2)[CH2:3][CH2:2]1.I[CH2:26][C:27]1([C:32]([O:34][CH3:35])=[O:33])[CH2:31][CH2:30][CH2:29][CH2:28]1.C(N(CC)C(C)C)(C)C, predict the reaction product. The product is: [OH:24][C@@H:20]1[CH2:21][CH2:22][CH2:23][C@H:19]1[O:18][C:14]1[C:13]2[C:9]([O:8][CH2:7][CH:4]3[CH2:5][CH2:6][N:1]([CH2:26][C:27]4([C:32]([O:34][CH3:35])=[O:33])[CH2:31][CH2:30][CH2:29][CH2:28]4)[CH2:2][CH2:3]3)=[N:10][O:11][C:12]=2[CH:17]=[CH:16][CH:15]=1. (6) Given the reactants [NH2:1][C:2]1[C:7]2[C:8]([C:11]3[CH:16]=[CH:15][C:14]([NH:17]C(=O)OC(C)(C)C)=[CH:13][CH:12]=3)=[CH:9][S:10][C:6]=2[C:5]([Br:25])=[CH:4][N:3]=1, predict the reaction product. The product is: [NH2:17][C:14]1[CH:13]=[CH:12][C:11]([C:8]2[C:7]3[C:2]([NH2:1])=[N:3][CH:4]=[C:5]([Br:25])[C:6]=3[S:10][CH:9]=2)=[CH:16][CH:15]=1. (7) Given the reactants [CH2:1]([C:6]1[S:10][C:9]([NH:11][C:12]([C:14]2[N:15]([CH3:22])[CH:16]=[C:17]([N+:19]([O-])=O)[CH:18]=2)=[O:13])=[N:8][C:7]=1[C:23]([NH:25][CH2:26][CH2:27][N:28]1[CH2:33][CH2:32][O:31][CH2:30][CH2:29]1)=[O:24])[CH2:2][CH:3]([CH3:5])[CH3:4].N#N, predict the reaction product. The product is: [NH2:19][C:17]1[CH:18]=[C:14]([C:12]([NH:11][C:9]2[S:10][C:6]([CH2:1][CH2:2][CH:3]([CH3:5])[CH3:4])=[C:7]([C:23]([NH:25][CH2:26][CH2:27][N:28]3[CH2:29][CH2:30][O:31][CH2:32][CH2:33]3)=[O:24])[N:8]=2)=[O:13])[N:15]([CH3:22])[CH:16]=1. (8) Given the reactants [CH3:1][O:2][CH2:3][C@H:4]([CH3:50])[CH2:5][O:6][CH2:7][C:8]1[CH:13]=[CH:12][C:11]([C@@H:14]2[C@@H:19]([O:20][CH2:21][C:22]3[CH:23]=[CH:24][C:25]4[O:30][CH2:29][CH2:28][N:27]([CH2:31][CH2:32][CH2:33][O:34][CH3:35])[C:26]=4[CH:36]=3)[CH2:18][N:17]([S:37]([C:40]3[CH:45]=[CH:44][C:43]([CH3:46])=[CH:42][CH:41]=3)(=[O:39])=[O:38])[C@H:16]([CH2:47][CH:48]=[O:49])[CH2:15]2)=[CH:10][CH:9]=1.[CH3:51][Mg]Br, predict the reaction product. The product is: [CH3:1][O:2][CH2:3][C@H:4]([CH3:50])[CH2:5][O:6][CH2:7][C:8]1[CH:9]=[CH:10][C:11]([C@@H:14]2[C@@H:19]([O:20][CH2:21][C:22]3[CH:23]=[CH:24][C:25]4[O:30][CH2:29][CH2:28][N:27]([CH2:31][CH2:32][CH2:33][O:34][CH3:35])[C:26]=4[CH:36]=3)[CH2:18][N:17]([S:37]([C:40]3[CH:45]=[CH:44][C:43]([CH3:46])=[CH:42][CH:41]=3)(=[O:39])=[O:38])[C@H:16]([CH2:47][CH:48]([OH:49])[CH3:51])[CH2:15]2)=[CH:12][CH:13]=1. (9) Given the reactants [O:1]1[CH:5]=[CH:4][CH:3]=[C:2]1[C:6]([CH2:8][C:9]#[N:10])=O.[H-].[Na+].CI.[N+]([O-])(O)=O.[NH2:19][C:20]([NH2:22])=[NH:21].[CH3:23][S:24]([CH3:26])=O, predict the reaction product. The product is: [NH2:21][C:20]1[N:22]=[C:6]([C:2]2[O:1][CH:5]=[CH:4][CH:3]=2)[C:8]([C:9]#[N:10])=[C:23]([S:24][CH3:26])[N:19]=1.